From a dataset of Forward reaction prediction with 1.9M reactions from USPTO patents (1976-2016). Predict the product of the given reaction. The product is: [CH:9]1([N:15]2[CH2:20][CH2:19][CH:18]([NH:8][C@H:6]([C:2]3[O:1][CH:5]=[CH:4][CH:3]=3)[CH3:7])[CH2:17][CH2:16]2)[CH2:14][CH2:13][CH2:12][CH2:11][CH2:10]1. Given the reactants [O:1]1[CH:5]=[CH:4][CH:3]=[C:2]1[C@@H:6]([NH2:8])[CH3:7].[CH:9]1([N:15]2[CH2:20][CH2:19][C:18](=O)[CH2:17][CH2:16]2)[CH2:14][CH2:13][CH2:12][CH2:11][CH2:10]1.C(N(CC)CC)C.C([BH3-])#N.[Na+], predict the reaction product.